From a dataset of Catalyst prediction with 721,799 reactions and 888 catalyst types from USPTO. Predict which catalyst facilitates the given reaction. (1) Reactant: [CH3:1][C@:2]12[CH2:18][CH2:17][C@H:16]([O:19][CH2:20][CH2:21][CH2:22][NH2:23])[CH2:15][C:14]1=[CH:13][CH2:12][C@@H:11]1[C@@H:3]2[CH2:4][CH2:5][C@@:6]2([CH3:32])[C@H:10]1[CH2:9][CH2:8][C@@H:7]2[C@@H:24]([CH2:26][CH2:27][CH2:28][CH:29]([CH3:31])[CH3:30])[CH3:25].CCN(C(C)C)C(C)C.CCOC(C)=O.[O:48]1[C:52](=[O:53])[CH2:51][CH2:50][C:49]1=[O:54]. Product: [CH3:25][C@@H:24]([C@@H:7]1[C@:6]2([CH3:32])[C@H:10]([C@H:11]3[C@H:3]([CH2:4][CH2:5]2)[C@:2]2([CH3:1])[C:14]([CH2:15][C@@H:16]([O:19][CH2:20][CH2:21][CH2:22][NH:23][C:52](=[O:53])[CH2:51][CH2:50][C:49]([OH:54])=[O:48])[CH2:17][CH2:18]2)=[CH:13][CH2:12]3)[CH2:9][CH2:8]1)[CH2:26][CH2:27][CH2:28][CH:29]([CH3:31])[CH3:30]. The catalyst class is: 1. (2) Reactant: Cl.[CH3:2][N:3]([CH3:8])[CH2:4][CH2:5][CH2:6]Cl.[Br:9][C:10]1[CH:15]=[CH:14][C:13]([SH:16])=[CH:12][CH:11]=1.C(=O)([O-])[O-].[K+].[K+].O. Product: [CH3:2][N:3]([CH2:4][CH2:5][CH2:6][S:16][C:13]1[CH:14]=[CH:15][C:10]([Br:9])=[CH:11][CH:12]=1)[CH3:8]. The catalyst class is: 3. (3) Reactant: [CH3:1][N:2]([CH:15]1[CH2:20][CH2:19][N:18]([CH3:21])[CH2:17][CH2:16]1)[C:3]1[O:4][C:5]2[CH:11]=[CH:10][C:9]([N+:12]([O-])=O)=[CH:8][C:6]=2[N:7]=1. The catalyst class is: 180. Product: [CH3:1][N:2]([CH:15]1[CH2:20][CH2:19][N:18]([CH3:21])[CH2:17][CH2:16]1)[C:3]1[O:4][C:5]2[CH:11]=[CH:10][C:9]([NH2:12])=[CH:8][C:6]=2[N:7]=1.